This data is from Full USPTO retrosynthesis dataset with 1.9M reactions from patents (1976-2016). The task is: Predict the reactants needed to synthesize the given product. (1) The reactants are: [CH3:1][S:2](Cl)(=[O:4])=[O:3].[CH3:6][C:7]1[C:12]([N:13]2[C:22](=[O:23])[C:21]3[C:16](=[CH:17][CH:18]=[CH:19][CH:20]=3)[N:15]=[CH:14]2)=[CH:11][CH:10]=[CH:9][C:8]=1[C:24]1[CH:32]=[CH:31][C:30]([C:33]([NH2:35])=[O:34])=[C:29]2[C:25]=1[C:26]1[CH2:39][NH:38][CH2:37][CH2:36][C:27]=1[NH:28]2. Given the product [CH3:6][C:7]1[C:12]([N:13]2[C:22](=[O:23])[C:21]3[C:16](=[CH:17][CH:18]=[CH:19][CH:20]=3)[N:15]=[CH:14]2)=[CH:11][CH:10]=[CH:9][C:8]=1[C:24]1[CH:32]=[CH:31][C:30]([C:33]([NH2:35])=[O:34])=[C:29]2[C:25]=1[C:26]1[CH2:39][N:38]([S:2]([CH3:1])(=[O:4])=[O:3])[CH2:37][CH2:36][C:27]=1[NH:28]2, predict the reactants needed to synthesize it. (2) Given the product [C:30]([N:3]1[N:2]=[N:1][C:5]([CH2:6][CH2:7][CH2:8][CH2:9][N:10]2[C:18](=[O:19])[C:17]3[C:12](=[CH:13][CH:14]=[CH:15][CH:16]=3)[C:11]2=[O:20])=[N:4]1)([C:31]1[CH:36]=[CH:35][CH:34]=[CH:33][CH:32]=1)([C:43]1[CH:44]=[CH:45][CH:46]=[CH:47][CH:48]=1)[C:37]1[CH:38]=[CH:39][CH:40]=[CH:41][CH:42]=1, predict the reactants needed to synthesize it. The reactants are: [N:1]1[NH:2][N:3]=[N:4][C:5]=1[CH2:6][CH2:7][CH2:8][CH2:9][N:10]1[C:18](=[O:19])[C:17]2[C:12](=[CH:13][CH:14]=[CH:15][CH:16]=2)[C:11]1=[O:20].C(N(C(C)C)CC)(C)C.[C:30](Cl)([C:43]1[CH:48]=[CH:47][CH:46]=[CH:45][CH:44]=1)([C:37]1[CH:42]=[CH:41][CH:40]=[CH:39][CH:38]=1)[C:31]1[CH:36]=[CH:35][CH:34]=[CH:33][CH:32]=1. (3) Given the product [Cl:29][C:24]1[C:25]2[C:17]([C:11]3[CH:10]=[C:9]4[C:14]([CH:15]=[CH:16][C:7]([C:1]5[CH:6]=[CH:5][CH:4]=[CH:3][CH:2]=5)=[N:8]4)=[CH:13][CH:12]=3)=[CH:18][S:19][C:20]=2[N:21]=[CH:22][N:23]=1, predict the reactants needed to synthesize it. The reactants are: [C:1]1([C:7]2[CH:16]=[CH:15][C:14]3[C:9](=[CH:10][C:11]([C:17]4[C:25]5[C:24](=O)[NH:23][CH:22]=[N:21][C:20]=5[S:19][CH:18]=4)=[CH:12][CH:13]=3)[N:8]=2)[CH:6]=[CH:5][CH:4]=[CH:3][CH:2]=1.O=P(Cl)(Cl)[Cl:29]. (4) Given the product [CH3:1][O:2][C:3]1[CH:12]=[CH:11][C:6]2[C:7](=[O:10])[CH2:8][O:9][C:5]=2[C:4]=1[CH2:13][CH2:14][CH2:15][CH2:16][N:17]1[CH2:22][CH2:21][N:20]([C:23]([O:25][C:26]([CH3:29])([CH3:28])[CH3:27])=[O:24])[CH2:19][CH2:18]1, predict the reactants needed to synthesize it. The reactants are: [CH3:1][O:2][C:3]1[CH:12]=[CH:11][C:6]2[C:7](=[O:10])[CH2:8][O:9][C:5]=2[C:4]=1[C:13]#[C:14][CH2:15][CH2:16][N:17]1[CH2:22][CH2:21][N:20]([C:23]([O:25][C:26]([CH3:29])([CH3:28])[CH3:27])=[O:24])[CH2:19][CH2:18]1. (5) Given the product [Cl:14][C:15]1[CH:32]=[CH:31][C:18]2[N:19]([CH2:24][CH2:25][CH2:26][S:27]([CH3:30])(=[O:28])=[O:29])[C:20]([CH2:22][N:7]3[C:8]4=[CH:9][N:10]=[CH:11][CH:12]=[C:13]4[C:5]([S:2]([CH3:1])(=[O:3])=[O:4])=[CH:6]3)=[N:21][C:17]=2[CH:16]=1, predict the reactants needed to synthesize it. The reactants are: [CH3:1][S:2]([C:5]1[C:13]2[C:8](=[CH:9][N:10]=[CH:11][CH:12]=2)[NH:7][CH:6]=1)(=[O:4])=[O:3].[Cl:14][C:15]1[CH:32]=[CH:31][C:18]2[N:19]([CH2:24][CH2:25][CH2:26][S:27]([CH3:30])(=[O:29])=[O:28])[C:20]([CH2:22]Cl)=[N:21][C:17]=2[CH:16]=1. (6) Given the product [C:25]([O:29][C:30]([N:32]1[CH2:33][CH2:34][C:35]([CH2:38][C:39]([OH:41])=[O:40])([NH:42][C:3]([C:5]2[N:6]=[C:7]([C:23]#[N:24])[C:8]3[C:13]([C:14]=2[OH:15])=[CH:12][CH:11]=[C:10]([O:16][C:17]2[CH:18]=[CH:19][CH:20]=[CH:21][CH:22]=2)[CH:9]=3)=[O:4])[CH2:36][CH2:37]1)=[O:31])([CH3:28])([CH3:26])[CH3:27], predict the reactants needed to synthesize it. The reactants are: CO[C:3]([C:5]1[N:6]=[C:7]([C:23]#[N:24])[C:8]2[C:13]([C:14]=1[OH:15])=[CH:12][CH:11]=[C:10]([O:16][C:17]1[CH:22]=[CH:21][CH:20]=[CH:19][CH:18]=1)[CH:9]=2)=[O:4].[C:25]([O:29][C:30]([N:32]1[CH2:37][CH2:36][C:35]([NH2:42])([CH2:38][C:39]([OH:41])=[O:40])[CH2:34][CH2:33]1)=[O:31])([CH3:28])([CH3:27])[CH3:26].C[O-].[Na+].Cl. (7) Given the product [C:1]([C:3]1[CH:4]=[C:5]([S:9]([N:12]2[C@H:17]([CH3:18])[CH2:16][NH:15][CH2:14][C@@H:13]2[CH3:26])(=[O:10])=[O:11])[CH:6]=[CH:7][CH:8]=1)#[N:2], predict the reactants needed to synthesize it. The reactants are: [C:1]([C:3]1[CH:4]=[C:5]([S:9]([N:12]2[CH:17]([CH3:18])[CH2:16][N:15](CC3C=CC=CC=3)[CH2:14][CH:13]2[CH3:26])(=[O:11])=[O:10])[CH:6]=[CH:7][CH:8]=1)#[N:2].ClC(OC(Cl)C)=O. (8) Given the product [CH:17]([CH:16]1[N:11]([C:43]([O:45][CH2:46][C:47]2[CH:52]=[CH:51][CH:50]=[CH:49][CH:48]=2)=[O:44])[CH2:12][C:13]2[CH:27]=[N:26][NH:25][C:14]=2[CH2:15]1)([CH3:18])[CH3:22], predict the reactants needed to synthesize it. The reactants are: ClC1C=CC(S([N:11]2[CH:16]([C:17]3[CH:22]=C(F)C=C(F)[CH:18]=3)[CH2:15][C:14]3[NH:25][N:26]=[CH:27][C:13]=3[CH2:12]2)(=O)=O)=CC=1.FC1C=C(C2CC(=O)CCN2[C:43]([O:45][CH2:46][C:47]2[CH:52]=[CH:51][CH:50]=[CH:49][CH:48]=2)=[O:44])C=C(F)C=1.ClC1C=CC(C2CC(=O)CCN2C(OCC2C=CC=CC=2)=O)=CC=1.FC1C=C([Mg]Br)C=C(F)C=1.O.NN.N1CCC(=O)CC1. (9) Given the product [CH3:20][C@:17]12[C@@:16]3([CH3:21])[C@@H:7]([C@:8]4([CH3:34])[C@@H:13]([CH2:14][CH2:15]3)[C:12]([CH3:22])([CH3:23])[C:11]([C:24]3[CH:25]=[CH:26][C:27]([C:28]([O:30][CH3:31])=[O:29])=[CH:32][CH:33]=3)=[CH:10][CH2:9]4)[CH2:6][CH2:5][C@@H:4]1[C@H:3]1[C@H:35]([C:38]([CH3:40])=[CH2:39])[CH2:36][CH2:37][C@:2]1([NH:1][CH2:47][CH2:46][S:43]([CH:41]=[CH2:42])(=[O:45])=[O:44])[CH2:19][CH2:18]2, predict the reactants needed to synthesize it. The reactants are: [NH2:1][C@:2]12[CH2:37][CH2:36][C@@H:35]([C:38]([CH3:40])=[CH2:39])[C@@H:3]1[C@@H:4]1[C@@:17]([CH3:20])([CH2:18][CH2:19]2)[C@@:16]2([CH3:21])[C@@H:7]([C@:8]3([CH3:34])[C@@H:13]([CH2:14][CH2:15]2)[C:12]([CH3:23])([CH3:22])[C:11]([C:24]2[CH:33]=[CH:32][C:27]([C:28]([O:30][CH3:31])=[O:29])=[CH:26][CH:25]=2)=[CH:10][CH2:9]3)[CH2:6][CH2:5]1.[CH:41]([S:43]([CH:46]=[CH2:47])(=[O:45])=[O:44])=[CH2:42]. (10) Given the product [CH2:14]([O:13][C:11](=[O:12])[CH2:10][S:9][C:2]([CH3:8])([CH3:3])[C:4](=[O:7])[CH2:5][CH3:6])[CH3:15], predict the reactants needed to synthesize it. The reactants are: Br[C:2]([CH3:8])([C:4](=[O:7])[CH2:5][CH3:6])[CH3:3].[SH:9][CH2:10][C:11]([O:13][CH2:14][CH3:15])=[O:12].C(N(CC)CC)C.